This data is from Reaction yield outcomes from USPTO patents with 853,638 reactions. The task is: Predict the reaction yield, written as a fraction of the theoretical maximum amount of product (1.0 means a 100% yield; for example, 0.34 means a 34% yield). (1) The reactants are [CH3:1][C:2]1[C:7]([CH2:8][N:9]2C(=O)C3C(=CC=CC=3)C2=O)=[C:6]([CH3:20])[CH:5]=[C:4]([CH3:21])[C:3]=1[CH2:22][N:23]1C(=O)C2C(=CC=CC=2)C1=O.O.NN. The catalyst is C(O)C. The product is [CH3:1][C:2]1[C:3]([CH2:22][NH2:23])=[C:4]([CH3:21])[CH:5]=[C:6]([CH3:20])[C:7]=1[CH2:8][NH2:9]. The yield is 0.960. (2) The reactants are Cl.[CH3:2][C:3]1([OH:8])[CH2:7][CH2:6][NH:5][CH2:4]1.C(=O)([O-])[O-].[K+].[K+].CS(O[CH2:20][CH2:21][CH:22]([C:29]1[CH:34]=[CH:33][CH:32]=[CH:31][CH:30]=1)[C:23]1[CH:28]=[CH:27][CH:26]=[CH:25][CH:24]=1)(=O)=O. The yield is 0.570. The product is [C:23]1([CH:22]([C:29]2[CH:30]=[CH:31][CH:32]=[CH:33][CH:34]=2)[CH2:21][CH2:20][N:5]2[CH2:6][CH2:7][C:3]([CH3:2])([OH:8])[CH2:4]2)[CH:28]=[CH:27][CH:26]=[CH:25][CH:24]=1. The catalyst is C(#N)C. (3) The reactants are Br[C:2]1[CH:11]=[CH:10][CH:9]=[C:8]2[C:3]=1[CH:4]=[N:5][N:6]=[CH:7]2.C1(P(C2C=CC=CC=2)C2C=CC=CC=2)C=CC=CC=1.[C:31]([O-:34])(=[O:33])C.[K+].[CH3:36]O. The catalyst is C([O-])(=O)C.[Pd+2].C([O-])(=O)C.CN(C=O)C. The product is [CH:7]1[C:8]2[CH:9]=[CH:10][CH:11]=[C:2]([C:31]([O:34][CH3:36])=[O:33])[C:3]=2[CH:4]=[N:5][N:6]=1. The yield is 0.320.